Dataset: Retrosynthesis with 50K atom-mapped reactions and 10 reaction types from USPTO. Task: Predict the reactants needed to synthesize the given product. (1) Given the product CCc1ccc(-c2ccc(C(F)(F)F)c(NCCCO)n2)cc1, predict the reactants needed to synthesize it. The reactants are: CCc1ccc(-c2ccc(C(F)(F)F)c(Cl)n2)cc1.NCCCO. (2) Given the product N#Cc1cncc(-c2cc(C(=O)Nc3ccc(SC(F)(F)F)cc3)cnc2N2CC[C@H](CO)C2)c1, predict the reactants needed to synthesize it. The reactants are: CC1(C)OB(c2cncc(C#N)c2)OC1(C)C.O=C(Nc1ccc(SC(F)(F)F)cc1)c1cnc(N2CC[C@H](CO)C2)c(Br)c1. (3) Given the product COC(COc1ccc2oc(C(=O)O)c(C)c2c1)OC, predict the reactants needed to synthesize it. The reactants are: COC(CBr)OC.Cc1c(C(=O)O)oc2ccc(O)cc12. (4) Given the product CN(C)S(=O)(=O)c1ccc(CO)cc1, predict the reactants needed to synthesize it. The reactants are: CN(C)S(=O)(=O)c1ccc(C(=O)O)cc1.